Dataset: Catalyst prediction with 721,799 reactions and 888 catalyst types from USPTO. Task: Predict which catalyst facilitates the given reaction. Reactant: [F:1][C:2]1[CH:7]=[CH:6][C:5]([C:8]2[CH:9]=[C:10]3[C:16]([C:17]4[CH:18]=[N:19][N:20]([CH2:22][C:23]5[CH:28]=[CH:27][CH:26]=[C:25]([F:29])[CH:24]=5)[CH:21]=4)=[CH:15][N:14](S(C4C=CC(C)=CC=4)(=O)=O)[C:11]3=[N:12][CH:13]=2)=[CH:4][C:3]=1[NH:40][S:41]([CH3:44])(=[O:43])=[O:42].[OH-].[Li+]. Product: [F:1][C:2]1[CH:7]=[CH:6][C:5]([C:8]2[CH:9]=[C:10]3[C:16]([C:17]4[CH:18]=[N:19][N:20]([CH2:22][C:23]5[CH:28]=[CH:27][CH:26]=[C:25]([F:29])[CH:24]=5)[CH:21]=4)=[CH:15][NH:14][C:11]3=[N:12][CH:13]=2)=[CH:4][C:3]=1[NH:40][S:41]([CH3:44])(=[O:42])=[O:43]. The catalyst class is: 87.